From a dataset of Reaction yield outcomes from USPTO patents with 853,638 reactions. Predict the reaction yield, written as a fraction of the theoretical maximum amount of product (1.0 means a 100% yield; for example, 0.34 means a 34% yield). (1) The reactants are [Br:1][C:2]1[CH:7]=[CH:6][C:5]([C:8]2[CH2:13][CH2:12][N:11]([C:14]([O:16][C:17]([CH3:20])([CH3:19])[CH3:18])=[O:15])[CH2:10][CH:9]=2)=[C:4]([N+:21]([O-])=O)[CH:3]=1.[Cl-].[NH4+]. The catalyst is C1COCC1.O.[Zn]. The product is [NH2:21][C:4]1[CH:3]=[C:2]([Br:1])[CH:7]=[CH:6][C:5]=1[C:8]1[CH2:13][CH2:12][N:11]([C:14]([O:16][C:17]([CH3:20])([CH3:19])[CH3:18])=[O:15])[CH2:10][CH:9]=1. The yield is 0.724. (2) The product is [CH:25]1([CH2:28][NH:29][C:6](=[O:8])[C:5]2[CH:9]=[CH:10][C:2]([F:1])=[C:3]([NH:11][CH2:12][C:13]3[S:17][C:16]([NH:18][C:19]4[CH:24]=[CH:23][CH:22]=[CH:21][N:20]=4)=[N:15][CH:14]=3)[CH:4]=2)[CH2:27][CH2:26]1. The catalyst is CN(C=O)C.CCOC(C)=O. The reactants are [F:1][C:2]1[CH:10]=[CH:9][C:5]([C:6]([OH:8])=O)=[CH:4][C:3]=1[NH:11][CH2:12][C:13]1[S:17][C:16]([NH:18][C:19]2[CH:24]=[CH:23][CH:22]=[CH:21][N:20]=2)=[N:15][CH:14]=1.[CH:25]1([CH2:28][NH2:29])[CH2:27][CH2:26]1.CN([P+](ON1N=NC2C=CC=CC1=2)(N(C)C)N(C)C)C.F[P-](F)(F)(F)(F)F. The yield is 0.830. (3) The reactants are [OH:1][C:2]1[N:7]=[CH:6][C:5]([N:8]2[C:12]([CH3:14])([CH3:13])[C:11](=[O:15])[N:10]([C:16]3[CH:23]=[CH:22][C:19]([C:20]#[N:21])=[C:18]([C:24]([F:27])([F:26])[F:25])[CH:17]=3)[C:9]2=[S:28])=[CH:4][CH:3]=1.[O:29]1[CH2:33][CH2:32][CH:31]([CH2:34]O)[CH2:30]1.N(C(N1CCCCC1)=O)=NC(N1CCCCC1)=O.C(P(CCCC)CCCC)CCC. The catalyst is CO.CC1C=CC=CC=1. The product is [CH3:13][C:12]1([CH3:14])[C:11](=[O:15])[N:10]([C:16]2[CH:23]=[CH:22][C:19]([C:20]#[N:21])=[C:18]([C:24]([F:25])([F:27])[F:26])[CH:17]=2)[C:9](=[S:28])[N:8]1[C:5]1[CH:6]=[N:7][C:2]([O:1][CH2:34][CH:31]2[CH2:32][CH2:33][O:29][CH2:30]2)=[CH:3][CH:4]=1. The yield is 0.414. (4) The reactants are [NH2:1][C:2]1[CH:7]=[CH:6][C:5]([N:8]2[C:14](=[O:15])[CH2:13][C:12](=[O:16])[NH:11][C:10]3[C:17]4[C:22]([CH:23]=[CH:24][C:9]2=3)=[CH:21][CH:20]=[CH:19][CH:18]=4)=[CH:4][CH:3]=1.[Br:25][C:26]1[CH:34]=[CH:33][CH:32]=[C:31]([O:35][CH3:36])[C:27]=1[C:28](Cl)=[O:29].O=C1CC(=O)N(C2C=CC(C(O)=O)=CC=2)C2C=CC3C(C=2N1)=CC=CC=3. No catalyst specified. The product is [Br:25][C:26]1[C:27]([C:28]([NH:1][C:2]2[CH:7]=[CH:6][C:5]([N:8]3[C:14](=[O:15])[CH2:13][C:12](=[O:16])[NH:11][C:10]4[C:17]5[C:22]([CH:23]=[CH:24][C:9]3=4)=[CH:21][CH:20]=[CH:19][CH:18]=5)=[CH:4][CH:3]=2)=[O:29])=[C:31]([O:35][CH3:36])[CH:32]=[CH:33][CH:34]=1. The yield is 0.760. (5) The reactants are C(OC([N:8]1[CH2:13][CH2:12][N:11]([C:14]2[S:15][C:16]([CH2:19][C:20]([F:23])([F:22])[F:21])=[CH:17][N:18]=2)[CH2:10][CH2:9]1)=O)(C)(C)C.[ClH:24]. The yield is 0.730. The product is [ClH:24].[F:22][C:20]([F:21])([F:23])[CH2:19][C:16]1[S:15][C:14]([N:11]2[CH2:12][CH2:13][NH:8][CH2:9][CH2:10]2)=[N:18][CH:17]=1. The catalyst is O1CCOCC1.CCOCC. (6) The reactants are N(C(C)C)C(C)C.[Li]CCCC.[Br:13][C:14]1[C:15]([C:19]([OH:21])=[O:20])=[CH:16][S:17][CH:18]=1.CN(P(N(C)C)(N(C)C)=O)C.CN([CH:36]=[O:37])C. The yield is 0.602. The catalyst is C1COCC1. The product is [Br:13][C:14]1[C:15]([C:19]([OH:21])=[O:20])=[C:16]([CH:36]=[O:37])[S:17][CH:18]=1. (7) The reactants are [NH2:1][C@@H:2]1[CH2:7][CH2:6][CH2:5][CH2:4][C@H:3]1[NH:8][C:9]1[C:10]2[N:11]([CH:18]=[CH:19][CH:20]=2)[N:12]=[CH:13][C:14]=1[C:15]([NH2:17])=[O:16].CCN(C(C)C)C(C)C.[C:30]([CH2:32][C:33](O)=[O:34])#[N:31].CN(C(ON1N=NC2C=CC=NC1=2)=[N+](C)C)C.F[P-](F)(F)(F)(F)F. The catalyst is CN(C=O)C.O. The product is [C:30]([CH2:32][C:33]([NH:1][C@@H:2]1[CH2:7][CH2:6][CH2:5][CH2:4][C@H:3]1[NH:8][C:9]1[C:10]2[N:11]([CH:18]=[CH:19][CH:20]=2)[N:12]=[CH:13][C:14]=1[C:15]([NH2:17])=[O:16])=[O:34])#[N:31]. The yield is 0.370. (8) The reactants are [C:1]1([N:7]=[N:8][C:9]2[CH:16]=[CH:15][CH:14]=[CH:13][C:10]=2[C:11]#[N:12])[CH:6]=[CH:5][CH:4]=[CH:3][CH:2]=1. The catalyst is CCO. The product is [C:1]1([N:7]2[C:11]([NH2:12])=[C:10]3[C:9]([CH:16]=[CH:15][CH:14]=[CH:13]3)=[N:8]2)[CH:2]=[CH:3][CH:4]=[CH:5][CH:6]=1. The yield is 0.850.